From a dataset of Reaction yield outcomes from USPTO patents with 853,638 reactions. Predict the reaction yield, written as a fraction of the theoretical maximum amount of product (1.0 means a 100% yield; for example, 0.34 means a 34% yield). (1) The reactants are [Cl-].O[NH3+:3].[C:4](=[O:7])([O-])[OH:5].[Na+].CS(C)=O.[CH2:13]([C:17]1[N:18]=[C:19]([CH3:46])[N:20]([CH2:39][C:40]2[CH:45]=[CH:44][CH:43]=[CH:42][N:41]=2)[C:21](=[O:38])[C:22]=1[CH2:23][C:24]1[CH:29]=[CH:28][C:27]([C:30]2[C:31]([C:36]#[N:37])=[CH:32][CH:33]=[CH:34][CH:35]=2)=[CH:26][CH:25]=1)[CH2:14][CH2:15][CH3:16]. The catalyst is C(OCC)(=O)C. The product is [CH2:13]([C:17]1[N:18]=[C:19]([CH3:46])[N:20]([CH2:39][C:40]2[CH:45]=[CH:44][CH:43]=[CH:42][N:41]=2)[C:21](=[O:38])[C:22]=1[CH2:23][C:24]1[CH:25]=[CH:26][C:27]([C:30]2[CH:35]=[CH:34][CH:33]=[CH:32][C:31]=2[C:36]2[NH:3][C:4](=[O:7])[O:5][N:37]=2)=[CH:28][CH:29]=1)[CH2:14][CH2:15][CH3:16]. The yield is 0.0800. (2) The reactants are C([O:3][C:4]([C:6]1[S:10][C:9]([C:11]2[CH:16]=[CH:15][C:14]([C:17]([F:20])([F:19])[F:18])=[CH:13][CH:12]=2)=[N:8][C:7]=1[CH3:21])=O)C.[H-].[Al+3].[Li+].[H-].[H-].[H-]. The catalyst is C1COCC1. The product is [CH3:21][C:7]1[N:8]=[C:9]([C:11]2[CH:12]=[CH:13][C:14]([C:17]([F:20])([F:18])[F:19])=[CH:15][CH:16]=2)[S:10][C:6]=1[CH2:4][OH:3]. The yield is 0.850.